From a dataset of Catalyst prediction with 721,799 reactions and 888 catalyst types from USPTO. Predict which catalyst facilitates the given reaction. (1) Reactant: [CH3:1][O:2][C:3]1[CH:8]=[CH:7][C:6]([C:9]2[C:14]3[S:15][CH:16]=[CH:17][C:13]=3[C:12](=[O:18])[NH:11][N:10]=2)=[CH:5][CH:4]=1.C([O-])([O-])=O.[Cs+].[Cs+].I[CH:26]([CH3:28])[CH3:27]. Product: [CH:26]([N:11]1[C:12](=[O:18])[C:13]2[CH:17]=[CH:16][S:15][C:14]=2[C:9]([C:6]2[CH:5]=[CH:4][C:3]([O:2][CH3:1])=[CH:8][CH:7]=2)=[N:10]1)([CH3:28])[CH3:27]. The catalyst class is: 3. (2) Reactant: [CH2:1]([C:3]1[CH:12]=[CH:11][C:6]([C:7]([O:9][CH3:10])=[O:8])=[CH:5][C:4]=1[N+:13]([O-])=O)[CH3:2]. Product: [NH2:13][C:4]1[CH:5]=[C:6]([CH:11]=[CH:12][C:3]=1[CH2:1][CH3:2])[C:7]([O:9][CH3:10])=[O:8]. The catalyst class is: 43. (3) Product: [Br:1][C:27]1[CH:26]=[N:25][N:24]([C:20]2[C:19]([O:29][C:30]3[CH:35]=[CH:34][CH:33]=[CH:32][CH:31]=3)=[C:18]3[C:23](=[CH:22][CH:21]=2)[N:14]([C:12]([CH:9]2[CH2:10][CH2:11]2)=[O:13])[C@@H:15]([CH3:36])[CH2:16][CH2:17]3)[CH:28]=1. Reactant: [Br:1]N1C(=O)CCC1=O.[CH:9]1([C:12]([N:14]2[C:23]3[C:18](=[C:19]([O:29][C:30]4[CH:35]=[CH:34][CH:33]=[CH:32][CH:31]=4)[C:20]([N:24]4[CH:28]=[CH:27][CH:26]=[N:25]4)=[CH:21][CH:22]=3)[CH2:17][CH2:16][C@@H:15]2[CH3:36])=[O:13])[CH2:11][CH2:10]1. The catalyst class is: 35. (4) Reactant: [CH3:1]N(C)C=O.[H-].[Na+].[Cl:8][C:9]1[CH:14]=[C:13]([O:15][C:16]2[C:25]3[C:20](=[CH:21][C:22]([O:28][CH3:29])=[C:23]([O:26][CH3:27])[CH:24]=3)[N:19]=[CH:18][N:17]=2)[CH:12]=[CH:11][C:10]=1[NH:30][C:31](=[O:42])[O:32][CH2:33][C:34]1[CH:39]=[CH:38][CH:37]=[CH:36][C:35]=1[O:40][CH3:41].CI. Product: [Cl:8][C:9]1[CH:14]=[C:13]([O:15][C:16]2[C:25]3[C:20](=[CH:21][C:22]([O:28][CH3:29])=[C:23]([O:26][CH3:27])[CH:24]=3)[N:19]=[CH:18][N:17]=2)[CH:12]=[CH:11][C:10]=1[N:30]([CH3:1])[C:31](=[O:42])[O:32][CH2:33][C:34]1[CH:39]=[CH:38][CH:37]=[CH:36][C:35]=1[O:40][CH3:41]. The catalyst class is: 6. (5) Product: [Cl:1][C:2]1[CH:7]=[CH:6][CH:5]=[C:4]([N:8]2[N:17]=[CH:16][C:15]3[C:10](=[C:11]([F:18])[CH:12]=[CH:13][CH:14]=3)[C:9]2=[O:19])[C:3]=1[CH2:20][O:21][C:29](=[O:31])[CH3:30]. Reactant: [Cl:1][C:2]1[C:3]([CH2:20][OH:21])=[C:4]([N:8]2[N:17]=[CH:16][C:15]3[C:10](=[C:11]([F:18])[CH:12]=[CH:13][CH:14]=3)[C:9]2=[O:19])[CH:5]=[CH:6][CH:7]=1.C(N(CC)CC)C.[C:29](OC(=O)C)(=[O:31])[CH3:30]. The catalyst class is: 64.